This data is from Reaction yield outcomes from USPTO patents with 853,638 reactions. The task is: Predict the reaction yield, written as a fraction of the theoretical maximum amount of product (1.0 means a 100% yield; for example, 0.34 means a 34% yield). The reactants are [I:1][C:2]1[CH:10]=[CH:9][C:8]([S:11]([CH3:14])(=[O:13])=[O:12])=[CH:7][C:3]=1[C:4]([OH:6])=[O:5].[CH:15]1N=CN(C(N2C=NC=C2)=O)C=1.CO. The catalyst is C1COCC1. The product is [CH3:15][O:5][C:4](=[O:6])[C:3]1[CH:7]=[C:8]([S:11]([CH3:14])(=[O:13])=[O:12])[CH:9]=[CH:10][C:2]=1[I:1]. The yield is 0.860.